This data is from Catalyst prediction with 721,799 reactions and 888 catalyst types from USPTO. The task is: Predict which catalyst facilitates the given reaction. (1) Reactant: [C:1]([O:5][C:6]([NH:8][C@@H:9]([CH2:13][CH2:14][CH2:15][CH3:16])[C:10]([OH:12])=O)=[O:7])([CH3:4])([CH3:3])[CH3:2].[C:17]1([P:23](=[CH:36][C:37]#[N:38])([C:30]2[CH:35]=[CH:34][CH:33]=[CH:32][CH:31]=2)[C:24]2[CH:29]=[CH:28][CH:27]=[CH:26][CH:25]=2)[CH:22]=[CH:21][CH:20]=[CH:19][CH:18]=1. Product: [C:37]([C:36](=[P:23]([C:24]1[CH:29]=[CH:28][CH:27]=[CH:26][CH:25]=1)([C:17]1[CH:18]=[CH:19][CH:20]=[CH:21][CH:22]=1)[C:30]1[CH:35]=[CH:34][CH:33]=[CH:32][CH:31]=1)[C:10]([C@@H:9]([NH:8][C:6](=[O:7])[O:5][C:1]([CH3:2])([CH3:3])[CH3:4])[CH2:13][CH2:14][CH2:15][CH3:16])=[O:12])#[N:38]. The catalyst class is: 112. (2) Reactant: [CH2:1]([C:5]1([CH2:19][CH2:20][CH2:21][CH:22]=[CH2:23])[CH2:13][C:12]2[C:7](=[CH:8][CH:9]=[C:10]([O:14][CH2:15][O:16][CH3:17])[CH:11]=2)[C:6]1=[O:18])[CH2:2][CH2:3][CH3:4].[CH2:24]([Mg]Br)[CH:25]=[CH2:26]. Product: [CH2:1]([C:5]1([CH2:19][CH2:20][CH2:21][CH:22]=[CH2:23])[CH2:13][C:12]2[C:7](=[CH:8][CH:9]=[C:10]([O:14][CH2:15][O:16][CH3:17])[CH:11]=2)[C:6]1([C:25]([CH3:26])=[CH2:24])[OH:18])[CH2:2][CH2:3][CH3:4]. The catalyst class is: 7. (3) The catalyst class is: 62. Product: [CH3:29][O:28][C:24]1[N:23]=[C:22]([CH:8]([C:4]2[N:3]=[C:2]([NH:34][S:31]([CH3:30])(=[O:33])=[O:32])[CH:7]=[CH:6][CH:5]=2)[CH:9]([C:16]2[CH:17]=[N:18][CH:19]=[CH:20][CH:21]=2)[C:10]2[CH:11]=[N:12][CH:13]=[CH:14][CH:15]=2)[CH:27]=[CH:26][CH:25]=1. Reactant: Br[C:2]1[CH:7]=[CH:6][CH:5]=[C:4]([CH:8]([C:22]2[CH:27]=[CH:26][CH:25]=[C:24]([O:28][CH3:29])[N:23]=2)[CH:9]([C:16]2[CH:17]=[N:18][CH:19]=[CH:20][CH:21]=2)[C:10]2[CH:11]=[N:12][CH:13]=[CH:14][CH:15]=2)[N:3]=1.[CH3:30][S:31]([NH2:34])(=[O:33])=[O:32].C([O-])([O-])=O.[Cs+].[Cs+].CC1(C)C2C(=C(P(C3C=CC=CC=3)C3C=CC=CC=3)C=CC=2)OC2C(P(C3C=CC=CC=3)C3C=CC=CC=3)=CC=CC1=2. (4) Reactant: C[O:2][C:3](=[O:34])[C:4]1[CH:9]=[CH:8][C:7]([N:10]2[CH:15]=[C:14]([CH:16]([CH3:18])[CH3:17])[C@@:13]([C:20]3[CH:25]=[CH:24][C:23]([CH2:26][CH2:27][C:28]([CH3:31])([CH3:30])[CH3:29])=[C:22]([Cl:32])[CH:21]=3)([CH3:19])[NH:12][C:11]2=[O:33])=[N:6][CH:5]=1.C(O)C.[OH-].[Na+].Cl. Product: [ClH:32].[Cl:32][C:22]1[CH:21]=[C:20]([C@@:13]2([CH3:19])[C:14]([CH:16]([CH3:18])[CH3:17])=[CH:15][N:10]([C:7]3[CH:8]=[CH:9][C:4]([C:3]([OH:34])=[O:2])=[CH:5][N:6]=3)[C:11](=[O:33])[NH:12]2)[CH:25]=[CH:24][C:23]=1[CH2:26][CH2:27][C:28]([CH3:29])([CH3:31])[CH3:30]. The catalyst class is: 7. (5) Reactant: [CH:1]1([CH2:4][NH:5][C:6](=[O:17])[NH:7][C:8]2[CH:16]=[CH:15][C:11]([C:12]([OH:14])=O)=[CH:10][CH:9]=2)[CH2:3][CH2:2]1.[CH3:18][NH:19][CH:20]1[CH2:24][CH2:23][N:22]([C:25]([O:27][C:28]([CH3:31])([CH3:30])[CH3:29])=[O:26])[CH2:21]1.C(N(CC)CC)C.Cl.C(N=C=NCCCN(C)C)C. Product: [CH:1]1([CH2:4][NH:5][C:6](=[O:17])[NH:7][C:8]2[CH:9]=[CH:10][C:11]([C:12]([N:19]([CH:20]3[CH2:24][CH2:23][N:22]([C:25]([O:27][C:28]([CH3:31])([CH3:30])[CH3:29])=[O:26])[CH2:21]3)[CH3:18])=[O:14])=[CH:15][CH:16]=2)[CH2:2][CH2:3]1. The catalyst class is: 4. (6) Reactant: [OH:1][C:2]1[CH:7]=[CH:6][C:5]([N:8]([C:10]2[C:19]3[C:14](=[CH:15][CH:16]=[CH:17][CH:18]=3)[N:13]=[C:12]([CH3:20])[N:11]=2)[CH3:9])=[CH:4][CH:3]=1.C([O-])([O-])=O.[K+].[K+].Br[CH2:28][C:29]([O:31][CH3:32])=[O:30]. Product: [CH3:32][O:31][C:29](=[O:30])[CH2:28][O:1][C:2]1[CH:7]=[CH:6][C:5]([N:8]([CH3:9])[C:10]2[C:19]3[C:14](=[CH:15][CH:16]=[CH:17][CH:18]=3)[N:13]=[C:12]([CH3:20])[N:11]=2)=[CH:4][CH:3]=1. The catalyst class is: 31. (7) Reactant: FC(F)(F)C(O)=O.[F:8][C:9]([F:35])([F:34])[C:10]1[N:14]2[N:15]=[C:16]([N:19]3[CH2:23][CH:22]4[CH2:24][N:25](C(OC(C)(C)C)=O)[CH2:26][CH:21]4[CH2:20]3)[CH:17]=[CH:18][C:13]2=[N:12][N:11]=1. Product: [CH2:20]1[CH:21]2[CH2:26][NH:25][CH2:24][CH:22]2[CH2:23][N:19]1[C:16]1[CH:17]=[CH:18][C:13]2[N:14]([C:10]([C:9]([F:34])([F:35])[F:8])=[N:11][N:12]=2)[N:15]=1. The catalyst class is: 4. (8) Product: [C:1]([C:3]1[CH:4]=[CH:5][C:6]([C:9]2[N:13]3[CH:14]=[C:15]([C:18]4[CH:26]=[CH:25][C:21]([C:22]([N:58]5[CH2:59][CH2:60][CH:61]([NH:64][C:65](=[O:71])[O:66][C:67]([CH3:68])([CH3:70])[CH3:69])[CH2:62][CH2:63]5)=[O:23])=[CH:20][CH:19]=4)[CH:16]=[CH:17][C:12]3=[N:11][CH:10]=2)=[CH:7][CH:8]=1)#[N:2]. Reactant: [C:1]([C:3]1[CH:8]=[CH:7][C:6]([C:9]2[N:13]3[CH:14]=[C:15]([C:18]4[CH:26]=[CH:25][C:21]([C:22](O)=[O:23])=[CH:20][CH:19]=4)[CH:16]=[CH:17][C:12]3=[N:11][CH:10]=2)=[CH:5][CH:4]=1)#[N:2].CN1CCOCC1.CN(C(ON1N=NC2C=CC=NC1=2)=[N+](C)C)C.F[P-](F)(F)(F)(F)F.[NH:58]1[CH2:63][CH2:62][CH:61]([NH:64][C:65](=[O:71])[O:66][C:67]([CH3:70])([CH3:69])[CH3:68])[CH2:60][CH2:59]1. The catalyst class is: 18. (9) Reactant: O1CCOCCOCCOCCOCCOCC1.CC(C)([O-])C.[K+].[N+:25]([C:28]1[CH:29]=[C:30]2[C:34](=[CH:35][CH:36]=1)[NH:33][C:32]([C:37]([NH:39][C:40]1[CH:45]=[CH:44][CH:43]=[CH:42][CH:41]=1)=[O:38])=[CH:31]2)([O-:27])=[O:26].Br[CH2:47][C:48]([O:50][C:51]([CH3:54])([CH3:53])[CH3:52])=[O:49]. Product: [NH:39]([C:37]([C:32]1[N:33]([CH2:47][C:48]([O:50][C:51]([CH3:54])([CH3:53])[CH3:52])=[O:49])[C:34]2[C:30]([CH:31]=1)=[CH:29][C:28]([N+:25]([O-:27])=[O:26])=[CH:36][CH:35]=2)=[O:38])[C:40]1[CH:41]=[CH:42][CH:43]=[CH:44][CH:45]=1. The catalyst class is: 410.